From a dataset of Full USPTO retrosynthesis dataset with 1.9M reactions from patents (1976-2016). Predict the reactants needed to synthesize the given product. (1) Given the product [F:1][C:2]1[CH:7]=[CH:6][C:5]([C:8]2[C:9]([C:20]3[CH:25]=[CH:24][C:23]([S:26]([CH3:29])(=[O:28])=[O:27])=[CH:22][CH:21]=3)=[C:10]3[N:14]([CH:15]=2)[CH2:13][CH2:12][CH2:11]3)=[CH:4][CH:3]=1, predict the reactants needed to synthesize it. The reactants are: [F:1][C:2]1[CH:7]=[CH:6][C:5]([C:8]2[C:9]([C:20]3[CH:25]=[CH:24][C:23]([S:26]([CH3:29])(=[O:28])=[O:27])=[CH:22][CH:21]=3)=[C:10]3[N:14]([C:15]=2C(OC)=O)[CH2:13][CH2:12][CH2:11]3)=[CH:4][CH:3]=1.[OH-].[K+].Cl. (2) Given the product [CH:33]1([NH:30][C:31](=[O:32])[NH:1][C:2]2[CH:7]=[CH:6][C:5]([C:8]3[N:9]=[C:10]([N:22]4[CH2:27][CH2:26][O:25][CH2:24][C@@H:23]4[CH3:28])[C:11]4[CH2:16][N:15]([C:17]([O:19][CH2:20][CH3:21])=[O:18])[CH2:14][C:12]=4[N:13]=3)=[C:4]([F:29])[CH:3]=2)[CH2:35][CH2:34]1, predict the reactants needed to synthesize it. The reactants are: [NH2:1][C:2]1[CH:7]=[CH:6][C:5]([C:8]2[N:9]=[C:10]([N:22]3[CH2:27][CH2:26][O:25][CH2:24][C@@H:23]3[CH3:28])[C:11]3[CH2:16][N:15]([C:17]([O:19][CH2:20][CH3:21])=[O:18])[CH2:14][C:12]=3[N:13]=2)=[C:4]([F:29])[CH:3]=1.[N:30]([CH:33]1[CH2:35][CH2:34]1)=[C:31]=[O:32]. (3) Given the product [I-:28].[CH2:18]([O:17][C:16]([NH:15][CH:10]([C:9]([NH:8][C:4]1[CH:5]=[CH:6][CH:7]=[C:2]([Br:1])[C:3]=1[CH3:27])=[O:26])[CH2:11][CH2:12][S+:13]([CH3:29])[CH3:14])=[O:25])[C:19]1[CH:24]=[CH:23][CH:22]=[CH:21][CH:20]=1, predict the reactants needed to synthesize it. The reactants are: [Br:1][C:2]1[C:3]([CH3:27])=[C:4]([NH:8][C:9](=[O:26])[CH:10]([NH:15][C:16](=[O:25])[O:17][CH2:18][C:19]2[CH:24]=[CH:23][CH:22]=[CH:21][CH:20]=2)[CH2:11][CH2:12][S:13][CH3:14])[CH:5]=[CH:6][CH:7]=1.[I:28][CH3:29]. (4) Given the product [CH3:41][C:36]([N:33]1[CH2:32][CH2:31][N:30]([CH2:29][C:27]2[S:28][C:8]3[C:7]([N:1]4[CH2:6][CH2:5][O:4][CH2:3][CH2:2]4)=[N:12][C:11]([C:51]4[C:52]5[C:53](=[CH:54][N:55]=[CH:56][CH:57]=5)[NH:49][CH:50]=4)=[N:10][C:9]=3[CH:26]=2)[CH2:35][CH2:34]1)([CH3:40])[C:37]([NH2:39])=[O:38], predict the reactants needed to synthesize it. The reactants are: [N:1]1([C:7]2[C:8]3[S:28][C:27]([CH2:29][N:30]4[CH2:35][CH2:34][N:33]([C:36]([CH3:41])([CH3:40])[C:37]([NH2:39])=[O:38])[CH2:32][CH2:31]4)=[CH:26][C:9]=3[N:10]=[C:11]([Sn](CCCC)(CCCC)CCCC)[N:12]=2)[CH2:6][CH2:5][O:4][CH2:3][CH2:2]1.C(OC([N:49]1[C:53]2=[CH:54][N:55]=[CH:56][CH:57]=[C:52]2[C:51](Br)=[CH:50]1)=O)(C)(C)C.